Dataset: Forward reaction prediction with 1.9M reactions from USPTO patents (1976-2016). Task: Predict the product of the given reaction. Given the reactants [Cl:1][C:2]1[CH:3]=[CH:4][C:5]([C:31]#[N:32])=[C:6]([C:8]2[C:13]([O:14][CH3:15])=[CH:12][N:11]([C:16](=[CH:24][CH:25]3[CH2:27][C:26]3([F:29])[F:28])[C:17]([O:19][C:20]([CH3:23])([CH3:22])[CH3:21])=[O:18])[C:10](=[O:30])[CH:9]=2)[CH:7]=1, predict the reaction product. The product is: [Cl:1][C:2]1[CH:3]=[CH:4][C:5]([C:31]#[N:32])=[C:6]([C:8]2[C:13]([O:14][CH3:15])=[CH:12][N:11]([CH:16]([CH2:24][CH:25]3[CH2:27][C:26]3([F:29])[F:28])[C:17]([O:19][C:20]([CH3:21])([CH3:22])[CH3:23])=[O:18])[C:10](=[O:30])[CH:9]=2)[CH:7]=1.